From a dataset of Full USPTO retrosynthesis dataset with 1.9M reactions from patents (1976-2016). Predict the reactants needed to synthesize the given product. (1) Given the product [Br:1][C:2]1[C:23]([O:24][CH3:25])=[CH:22][C:5]2[N:6]([CH2:9][C:10]3[CH:21]=[CH:20][C:13]4[N:14]=[C:15]([NH:26][C@@H:27]5[CH2:32][CH2:31][CH2:30][CH2:29][C@H:28]5[OH:33])[S:16][C:12]=4[CH:11]=3)[CH:7]=[N:8][C:4]=2[CH:3]=1, predict the reactants needed to synthesize it. The reactants are: [Br:1][C:2]1[C:23]([O:24][CH3:25])=[CH:22][C:5]2[N:6]([CH2:9][C:10]3[CH:21]=[CH:20][C:13]4[N:14]=[C:15](S(C)=O)[S:16][C:12]=4[CH:11]=3)[CH:7]=[N:8][C:4]=2[CH:3]=1.[NH2:26][C@@H:27]1[CH2:32][CH2:31][CH2:30][CH2:29][C@H:28]1[OH:33].CCN(C(C)C)C(C)C.O. (2) The reactants are: [O:1]=[C:2]1[C:10]2[C:5](=[CH:6][CH:7]=[CH:8][CH:9]=2)[C:4](=[O:11])[N:3]1[CH2:12][CH:13]=O.Cl.[C:16]([O:20][C:21](=[O:28])[C@H:22]([C@H:24]([CH2:26][CH3:27])[CH3:25])[NH2:23])([CH3:19])([CH3:18])[CH3:17].C([BH3-])#N.[Na+].C(O)(=O)C. Given the product [O:11]=[C:4]1[C:5]2[C:10](=[CH:9][CH:8]=[CH:7][CH:6]=2)[C:2](=[O:1])[N:3]1[CH2:12][CH2:13][NH:23][C@@H:22]([C@@H:24]([CH3:25])[CH2:26][CH3:27])[C:21]([O:20][C:16]([CH3:17])([CH3:18])[CH3:19])=[O:28], predict the reactants needed to synthesize it. (3) Given the product [Cl:1][C:2]1[C:11]2[C:6](=[CH:7][CH:8]=[CH:9][CH:10]=2)[CH:5]=[CH:4][C:3]=1[NH2:12], predict the reactants needed to synthesize it. The reactants are: [Cl:1][C:2]1[C:11]2[C:6](=[CH:7][CH:8]=[CH:9][CH:10]=2)[CH:5]=[CH:4][C:3]=1[NH:12]C(=O)C.C([O-])([O-])=O.[Na+].[Na+]. (4) Given the product [N:1]1[CH:6]=[CH:5][CH:4]=[N:3][C:2]=1[NH:7][CH2:8][C:9]1[CH:14]=[CH:13][C:12]([CH:15]=[O:16])=[CH:11][CH:10]=1, predict the reactants needed to synthesize it. The reactants are: [N:1]1[CH:6]=[CH:5][CH:4]=[N:3][C:2]=1[NH:7][CH2:8][C:9]1[CH:14]=[CH:13][C:12]([CH2:15][OH:16])=[CH:11][CH:10]=1. (5) Given the product [CH3:24][O:25][C:18](=[O:22])[C:19]([C:13]1[C:12]2[C:16](=[CH:17][C:9]([O:8][CH2:1][C:2]3[CH:3]=[CH:4][CH:5]=[CH:6][CH:7]=3)=[CH:10][CH:11]=2)[NH:15][CH:14]=1)=[O:20], predict the reactants needed to synthesize it. The reactants are: [CH2:1]([O:8][C:9]1[CH:17]=[C:16]2[C:12]([CH:13]=[CH:14][NH:15]2)=[CH:11][CH:10]=1)[C:2]1[CH:7]=[CH:6][CH:5]=[CH:4][CH:3]=1.[C:18](Cl)(=[O:22])[C:19](Cl)=[O:20].[CH3:24][O-:25].[Na+]. (6) Given the product [F:21][C:22]1[CH:23]=[C:24]([CH2:29][C:30]([NH:32][C@@H:33]([C:37]2[CH:42]=[CH:41][CH:40]=[CH:39][CH:38]=2)[C:34]([NH:17][C:15]2[N:14]=[CH:13][N:12]([C:10]([CH3:20])([CH3:11])[CH2:9][N:4]3[CH2:3][C@@H:2]([CH3:1])[O:7][C@@H:6]([CH3:8])[CH2:5]3)[CH:16]=2)=[O:35])=[O:31])[CH:25]=[C:26]([F:28])[CH:27]=1, predict the reactants needed to synthesize it. The reactants are: [CH3:1][CH:2]1[O:7][CH:6]([CH3:8])[CH2:5][N:4]([CH2:9][C:10]([CH3:20])([N:12]2[CH:16]=[C:15]([N+:17]([O-])=O)[N:14]=[CH:13]2)[CH3:11])[CH2:3]1.[F:21][C:22]1[CH:23]=[C:24]([CH2:29][C:30]([NH:32][C@@H:33]([C:37]2[CH:42]=[CH:41][CH:40]=[CH:39][CH:38]=2)[C:34](O)=[O:35])=[O:31])[CH:25]=[C:26]([F:28])[CH:27]=1.